Dataset: Forward reaction prediction with 1.9M reactions from USPTO patents (1976-2016). Task: Predict the product of the given reaction. (1) Given the reactants [Br:1][C:2]1[CH:27]=[C:26]([CH:28]=[O:29])[C:25]([OH:30])=[CH:24][C:3]=1[O:4][CH2:5][C:6]1[CH:13]=[CH:12][CH:11]=[C:10]([C:14]2[CH:23]=[CH:22][C:17]3[O:18][CH2:19][CH2:20][O:21][C:16]=3[CH:15]=2)[C:7]=1[C:8]#[N:9].Br[CH2:32][C:33]1[CH:34]=[C:35]([CH:38]=[CH:39][CH:40]=1)[C:36]#[N:37].C(=O)([O-])[O-].[Cs+].[Cs+].O, predict the reaction product. The product is: [Br:1][C:2]1[CH:27]=[C:26]([CH:28]=[O:29])[C:25]([O:30][CH2:32][C:33]2[CH:40]=[CH:39][CH:38]=[C:35]([C:36]#[N:37])[CH:34]=2)=[CH:24][C:3]=1[O:4][CH2:5][C:6]1[CH:13]=[CH:12][CH:11]=[C:10]([C:14]2[CH:23]=[CH:22][C:17]3[O:18][CH2:19][CH2:20][O:21][C:16]=3[CH:15]=2)[C:7]=1[C:8]#[N:9]. (2) Given the reactants [Na].O[C:3]1[CH:8]=[CH:7][C:6]([SH:9])=[CH:5][CH:4]=1.C[O-].[Na+].Cl[CH2:14][C:15](CCl)=[CH2:16], predict the reaction product. The product is: [CH2:16]([S:9][C:6]1[CH:7]=[CH:8][CH:3]=[CH:4][CH:5]=1)[CH:15]=[CH2:14]. (3) Given the reactants C(OC(=O)[NH:7][C:8]([C:11](=[O:16])[N:12]([O:14][CH3:15])[CH3:13])([CH3:10])[CH3:9])(C)(C)C.C(O)(C(F)(F)F)=O, predict the reaction product. The product is: [NH2:7][C:8]([CH3:10])([CH3:9])[C:11]([N:12]([O:14][CH3:15])[CH3:13])=[O:16].